This data is from Catalyst prediction with 721,799 reactions and 888 catalyst types from USPTO. The task is: Predict which catalyst facilitates the given reaction. (1) Product: [CH2:6]([O:5][C:1]([C:2]1[S:3][C:16]2[N:17]=[C:18]([S:34][CH3:35])[N:19]=[C:20]([NH:24][CH2:25][C:26]3[CH:31]=[CH:30][C:29]([Cl:32])=[CH:28][C:27]=3[Cl:33])[C:21]=2[CH:22]=1)=[O:4])[CH3:7]. The catalyst class is: 8. Reactant: [C:1]([O:5][CH2:6][CH3:7])(=[O:4])[CH2:2][SH:3].C(N(CC)CC)C.Cl[C:16]1[C:21]([CH:22]=O)=[C:20]([NH:24][CH2:25][C:26]2[CH:31]=[CH:30][C:29]([Cl:32])=[CH:28][C:27]=2[Cl:33])[N:19]=[C:18]([S:34][CH3:35])[N:17]=1. (2) Reactant: [F:1][C:2]1[CH:7]=[C:6]([O:8][CH3:9])[CH:5]=[CH:4][C:3]=1[CH2:10][C:11](O)=[O:12].B.C1COCC1. Product: [F:1][C:2]1[CH:7]=[C:6]([O:8][CH3:9])[CH:5]=[CH:4][C:3]=1[CH2:10][CH2:11][OH:12]. The catalyst class is: 1. (3) The catalyst class is: 1. Product: [CH3:1][C:2]1[CH:11]=[C:10]2[C:5]([CH:6]=[CH:7][C:8]([C:12]3[CH:17]=[CH:16][CH:15]=[CH:14][CH:13]=3)=[N:9]2)=[CH:4][CH:3]=1. Reactant: [CH3:1][C:2]1[CH:11]=[C:10]2[C:5]([CH:6]=[CH:7][CH:8]=[N:9]2)=[CH:4][CH:3]=1.[C:12]1([Li])[CH:17]=[CH:16][CH:15]=[CH:14][CH:13]=1. (4) Reactant: [CH3:1][O:2][C:3](=[O:16])[C:4]1[CH:9]=[C:8]([N+:10]([O-:12])=[O:11])[C:7]([NH:13][CH3:14])=[CH:6][C:5]=1Cl.[F:17][C:18]([F:26])([F:25])[CH:19]1[CH2:24][CH2:23][NH:22][CH2:21][CH2:20]1.Cl.CCN(C(C)C)C(C)C. Product: [CH3:1][O:2][C:3](=[O:16])[C:4]1[CH:9]=[C:8]([N+:10]([O-:12])=[O:11])[C:7]([NH:13][CH3:14])=[CH:6][C:5]=1[N:22]1[CH2:23][CH2:24][CH:19]([C:18]([F:26])([F:25])[F:17])[CH2:20][CH2:21]1. The catalyst class is: 12. (5) Reactant: [CH2:1]([N:8]([CH2:16][C:17]1[CH:22]=[CH:21][CH:20]=[CH:19][CH:18]=1)[C@@H:9]1[CH2:14][NH:13][C:12](=[O:15])[CH2:11][CH2:10]1)[C:2]1[CH:7]=[CH:6][CH:5]=[CH:4][CH:3]=1.[H-].[Na+].I[CH2:26][CH2:27][CH3:28].[Na+].[Cl-]. Product: [CH2:16]([N:8]([CH2:1][C:2]1[CH:3]=[CH:4][CH:5]=[CH:6][CH:7]=1)[C@@H:9]1[CH2:14][N:13]([CH2:26][CH2:27][CH3:28])[C:12](=[O:15])[CH2:11][CH2:10]1)[C:17]1[CH:22]=[CH:21][CH:20]=[CH:19][CH:18]=1. The catalyst class is: 9. (6) Reactant: [Cl:1][C:2]1[CH:7]=[CH:6][C:5]([C:8]2[N:9]=[CH:10][C:11]([C:21](O)=[O:22])=[N:12][C:13]=2[C:14]2[CH:19]=[CH:18][C:17]([Cl:20])=[CH:16][CH:15]=2)=[CH:4][CH:3]=1.C(Cl)(=O)C([Cl:27])=O. Product: [Cl:1][C:2]1[CH:7]=[CH:6][C:5]([C:8]2[N:9]=[CH:10][C:11]([C:21]([Cl:27])=[O:22])=[N:12][C:13]=2[C:14]2[CH:19]=[CH:18][C:17]([Cl:20])=[CH:16][CH:15]=2)=[CH:4][CH:3]=1. The catalyst class is: 2. (7) Reactant: [Cl:1][C:2]1[CH:7]=[CH:6][CH:5]=[C:4]([Cl:8])[C:3]=1[C:9]1[NH:10][C:11]2[C:16]([CH:17]=1)=[CH:15][CH:14]=[C:13]([C:18]([O:20]C)=[O:19])[CH:12]=2.[OH-].[Na+].Cl. Product: [Cl:1][C:2]1[CH:7]=[CH:6][CH:5]=[C:4]([Cl:8])[C:3]=1[C:9]1[NH:10][C:11]2[C:16]([CH:17]=1)=[CH:15][CH:14]=[C:13]([C:18]([OH:20])=[O:19])[CH:12]=2. The catalyst class is: 162. (8) Reactant: [CH3:1][O:2][C:3]1[CH:8]=[N:7][C:6]([C:9]2[CH:13]=[CH:12][NH:11][N:10]=2)=[C:5]2[NH:14][CH:15]=[C:16]([C:17](=[O:37])[C:18]([N:20]3[CH2:25][CH2:24][N:23]([C:26]4[N:30]([C:31]5[CH:36]=[CH:35][CH:34]=[CH:33][N:32]=5)[N:29]=[N:28][N:27]=4)[CH2:22][CH2:21]3)=[O:19])[C:4]=12.[H-].[Na+].Br[CH2:41][C:42]([O:44]C)=[O:43]. Product: [C:42]([CH2:41][N:11]1[CH:12]=[CH:13][C:9]([C:6]2[N:7]=[CH:8][C:3]([O:2][CH3:1])=[C:4]3[C:16]([C:17](=[O:37])[C:18](=[O:19])[N:20]4[CH2:25][CH2:24][N:23]([C:26]5[N:30]([C:31]6[CH:36]=[CH:35][CH:34]=[CH:33][N:32]=6)[N:29]=[N:28][N:27]=5)[CH2:22][CH2:21]4)=[CH:15][N:14]([CH2:41][C:42]([OH:44])=[O:43])[C:5]=23)=[N:10]1)([OH:44])=[O:43]. The catalyst class is: 3.